Dataset: Catalyst prediction with 721,799 reactions and 888 catalyst types from USPTO. Task: Predict which catalyst facilitates the given reaction. Reactant: [CH2:1]([O:3][C:4]1[CH:5]=[N:6][C:7]([C:10]2[CH:11]=[C:12]([CH:28]=[CH:29][CH:30]=2)[C:13]([C:15]2[C:20](=[O:21])[CH:19]=[CH:18][N:17]([C:22]3[CH:23]=[N:24][N:25]([CH3:27])[CH:26]=3)[N:16]=2)=[O:14])=[N:8][CH:9]=1)[CH3:2].[BH4-].[Na+].[NH4+].[Cl-]. Product: [CH2:1]([O:3][C:4]1[CH:9]=[N:8][C:7]([C:10]2[CH:11]=[C:12]([CH:13]([OH:14])[C:15]3[C:20](=[O:21])[CH:19]=[CH:18][N:17]([C:22]4[CH:23]=[N:24][N:25]([CH3:27])[CH:26]=4)[N:16]=3)[CH:28]=[CH:29][CH:30]=2)=[N:6][CH:5]=1)[CH3:2]. The catalyst class is: 5.